From a dataset of Forward reaction prediction with 1.9M reactions from USPTO patents (1976-2016). Predict the product of the given reaction. (1) Given the reactants [CH2:1]([C:5]12[CH2:17][CH2:16][C:15](=[O:18])[C:14]([C:19]3[CH:24]=[CH:23][C:22]([OH:25])=[CH:21][CH:20]=3)=[C:13]1[C:12]1[C:7](=[CH:8][C:9]([O:26][CH3:27])=[CH:10][CH:11]=1)[CH2:6]2)[CH2:2][CH2:3][CH3:4].C(=O)([O-])[O-].[Cs+].[Cs+].Cl.Cl[CH2:36][CH2:37][N:38]1[CH2:43][CH2:42][CH2:41][CH2:40][CH2:39]1, predict the reaction product. The product is: [CH2:1]([C:5]12[CH2:17][CH2:16][C:15](=[O:18])[C:14]([C:19]3[CH:24]=[CH:23][C:22]([O:25][CH2:36][CH2:37][N:38]4[CH2:43][CH2:42][CH2:41][CH2:40][CH2:39]4)=[CH:21][CH:20]=3)=[C:13]1[C:12]1[C:7](=[CH:8][C:9]([O:26][CH3:27])=[CH:10][CH:11]=1)[CH2:6]2)[CH2:2][CH2:3][CH3:4]. (2) Given the reactants Br[C:2]1[C:13](=[O:14])[N:12]([CH2:15][CH3:16])[C:5]2[N:6]=[C:7]([S:10][CH3:11])[N:8]=[CH:9][C:4]=2[CH:3]=1.[CH3:17][C:18]1[CH:23]=[C:22]([S:24]([N:27]2[CH2:31][CH2:30][CH2:29][CH2:28]2)(=[O:26])=[O:25])[CH:21]=[CH:20][C:19]=1B(O)O.P([O-])([O-])([O-])=O.[K+].[K+].[K+], predict the reaction product. The product is: [CH2:15]([N:12]1[C:5]2[N:6]=[C:7]([S:10][CH3:11])[N:8]=[CH:9][C:4]=2[CH:3]=[C:2]([C:19]2[CH:20]=[CH:21][C:22]([S:24]([N:27]3[CH2:31][CH2:30][CH2:29][CH2:28]3)(=[O:26])=[O:25])=[CH:23][C:18]=2[CH3:17])[C:13]1=[O:14])[CH3:16]. (3) Given the reactants [F:1][C:2]1[CH:7]=[CH:6][C:5]([CH2:8][C:9]2[CH:18]=[C:17]3[C:12]([C:13]([OH:26])=[C:14]([C:21](OCC)=[O:22])[C:15](=[O:20])[N:16]3[CH3:19])=[N:11][CH:10]=2)=[CH:4][CH:3]=1.C(N(CC)CC)C.[CH3:34][S:35]([N:38]1[CH2:43][CH2:42][CH:41]([NH2:44])[CH2:40][CH2:39]1)(=[O:37])=[O:36].FC(F)(F)C(O)=O, predict the reaction product. The product is: [F:1][C:2]1[CH:7]=[CH:6][C:5]([CH2:8][C:9]2[CH:18]=[C:17]3[C:12]([C:13]([OH:26])=[C:14]([C:21]([NH:44][CH:41]4[CH2:42][CH2:43][N:38]([S:35]([CH3:34])(=[O:37])=[O:36])[CH2:39][CH2:40]4)=[O:22])[C:15](=[O:20])[N:16]3[CH3:19])=[N:11][CH:10]=2)=[CH:4][CH:3]=1. (4) Given the reactants [NH2:1][C:2]1[CH:3]=[C:4]([CH:9]=[CH:10][C:11]=1[SH:12])[NH:5][C:6](=[O:8])[CH3:7].[CH2:13](OC=C(C#N)C#N)C, predict the reaction product. The product is: [C:6]([NH:5][C:4]1[CH:9]=[CH:10][C:11]2[S:12][CH:13]=[N:1][C:2]=2[CH:3]=1)(=[O:8])[CH3:7]. (5) Given the reactants [CH3:1][C:2]1[N:6]([C:7]2[CH:12]=[CH:11][C:10]([C:13]([F:16])([F:15])[F:14])=[CH:9][N:8]=2)[N:5]=[CH:4][C:3]=1[C:17]([NH:19][C:20]1[CH:21]=[N:22][C:23]([C:27]2[CH2:28][CH2:29][NH:30][CH2:31][CH:32]=2)=[C:24]([CH3:26])[CH:25]=1)=[O:18].C[C:34]1N(C2C=CC(C(F)(F)F)=CN=2)N=[CH:36][C:35]=1[C:49](NC1C=NC(C2CCNCC2)=C(C)C=1)=[O:50], predict the reaction product. The product is: [CH3:1][C:2]1[N:6]([C:7]2[CH:12]=[CH:11][C:10]([C:13]([F:15])([F:16])[F:14])=[CH:9][N:8]=2)[N:5]=[CH:4][C:3]=1[C:17]([NH:19][C:20]1[CH:21]=[N:22][C:23]([C:27]2[CH2:28][CH2:29][N:30]([C:49](=[O:50])[CH:35]([CH3:36])[CH3:34])[CH2:31][CH:32]=2)=[C:24]([CH3:26])[CH:25]=1)=[O:18]. (6) Given the reactants [N:1]1([C:6]2C=CN=[C:8]([CH3:12])[CH:7]=2)[CH:5]=[CH:4][CH:3]=[CH:2]1.[Cl-].[Cl:14][C:15]1[CH:26]=[CH:25][CH:24]=[C:23]([F:27])[C:16]=1[CH:17]=[N+:18]1[CH2:22][CH2:21][CH2:20][CH2:19]1.ClC1C=CC=C(F)C=1C=O.[NH:38]1CC[CH2:40][CH2:39]1, predict the reaction product. The product is: [Cl:14][C:15]1[CH:26]=[CH:25][CH:24]=[C:23]([F:27])[C:16]=1[CH:17]([N:18]1[CH2:22][CH2:21][CH2:20][CH2:19]1)[C:5]1[N:1]([CH2:6][C:7]2[CH:8]=[CH:12][CH:40]=[CH:39][N:38]=2)[CH:2]=[CH:3][CH:4]=1. (7) Given the reactants Cl[CH2:2][CH2:3][CH2:4][N:5]1[C:14]2[C:9](=[CH:10][C:11]([N+:15]([O-])=O)=[CH:12][CH:13]=2)[CH2:8][CH2:7][C:6]1=[O:18].O.NN, predict the reaction product. The product is: [NH2:15][C:11]1[CH:10]=[C:9]2[C:14](=[CH:13][CH:12]=1)[N:5]([CH2:4][CH2:3][CH2:2][N:5]([CH2:6][CH3:7])[CH2:4][CH3:3])[C:6](=[O:18])[CH2:7][CH2:8]2.